Task: Predict the reactants needed to synthesize the given product.. Dataset: Retrosynthesis with 50K atom-mapped reactions and 10 reaction types from USPTO Given the product CC(C)CN(CC(C)C)c1ccc(N)cc1F, predict the reactants needed to synthesize it. The reactants are: CC(C)CN(CC(C)C)c1ccc([N+](=O)[O-])cc1F.